Predict the reaction yield, written as a fraction of the theoretical maximum amount of product (1.0 means a 100% yield; for example, 0.34 means a 34% yield). From a dataset of Reaction yield outcomes from USPTO patents with 853,638 reactions. (1) The reactants are [OH-].[Na+].[C:3]([C:5]1[C:10]2[N:11]=[C:12]([C:14]3[S:15][CH:16]=[C:17]([C:19]([O:21]CC)=[O:20])[N:18]=3)[O:13][C:9]=2[C:8]([N:24]2[CH2:28][CH2:27][C@H:26]([N:29]([CH3:31])[CH3:30])[CH2:25]2)=[C:7]([C:32]2[CH:37]=[CH:36][CH:35]=[CH:34][CH:33]=2)[C:6]=1[CH3:38])#[N:4].Cl. The catalyst is C(O)C. The product is [C:3]([C:5]1[C:10]2[N:11]=[C:12]([C:14]3[S:15][CH:16]=[C:17]([C:19]([OH:21])=[O:20])[N:18]=3)[O:13][C:9]=2[C:8]([N:24]2[CH2:28][CH2:27][C@H:26]([N:29]([CH3:31])[CH3:30])[CH2:25]2)=[C:7]([C:32]2[CH:33]=[CH:34][CH:35]=[CH:36][CH:37]=2)[C:6]=1[CH3:38])#[N:4]. The yield is 0.597. (2) The yield is 0.180. The product is [CH3:34][O:33][C:30]1[CH:31]=[C:32]2[C:27](=[CH:28][CH:29]=1)[N:26]([CH3:35])[CH:25]=[C:24]2[C:22]1[N:21]([CH2:36][O:37][CH2:38][CH2:39][Si:40]([CH3:43])([CH3:42])[CH3:41])[C:18]2[N:19]=[CH:20][C:15]3[N:16]([C:12]([CH2:11][CH2:10][CH2:9][OH:8])=[N:13][CH:14]=3)[C:17]=2[CH:23]=1. The reactants are [Si]([O:8][CH2:9][CH2:10][CH2:11][C:12](=S)[NH:13][CH2:14][C:15]1[N:16]=[C:17]2[CH:23]=[C:22]([C:24]3[C:32]4[C:27](=[CH:28][CH:29]=[C:30]([O:33][CH3:34])[CH:31]=4)[N:26]([CH3:35])[CH:25]=3)[N:21]([CH2:36][O:37][CH2:38][CH2:39][Si:40]([CH3:43])([CH3:42])[CH3:41])[C:18]2=[N:19][CH:20]=1)(C(C)(C)C)(C)C. The catalyst is FC(F)(F)C(O[Hg]OC(=O)C(F)(F)F)=O.O1CCOCC1. (3) The reactants are C(O)(=O)C.[CH:5]1([O:10][C:11]2[CH:12]=[C:13]([CH:16]=[CH:17][C:18]=2[O:19][CH3:20])[CH:14]=O)[CH2:9][CH2:8][CH2:7][CH2:6]1.[Cl:21][C:22]1[N:27]=[C:26]([NH2:28])[CH:25]=[N:24][CH:23]=1.C(O[BH-](OC(=O)C)OC(=O)C)(=O)C.[Na+]. The catalyst is ClC(Cl)C. The product is [Cl:21][C:22]1[N:27]=[C:26]([NH:28][CH2:14][C:13]2[CH:16]=[CH:17][C:18]([O:19][CH3:20])=[C:11]([O:10][CH:5]3[CH2:9][CH2:8][CH2:7][CH2:6]3)[CH:12]=2)[CH:25]=[N:24][CH:23]=1. The yield is 0.150. (4) The reactants are [N:1]12[CH2:8][CH2:7][C:4]([C:9]([C:17]3[CH:22]=[CH:21][CH:20]=[CH:19][CH:18]=3)([C:11]3[CH:16]=[CH:15][CH:14]=[CH:13][CH:12]=3)[OH:10])([CH2:5][CH2:6]1)[CH2:3][CH2:2]2.[Br:23][CH2:24][CH2:25][CH2:26][O:27][C:28]1[CH:35]=[CH:34][C:31]([C:32]#[N:33])=[CH:30][CH:29]=1. The catalyst is CC#N. The product is [Br-:23].[C:32]([C:31]1[CH:34]=[CH:35][C:28]([O:27][CH2:26][CH2:25][CH2:24][N+:1]23[CH2:6][CH2:5][C:4]([C:9]([OH:10])([C:17]4[CH:22]=[CH:21][CH:20]=[CH:19][CH:18]=4)[C:11]4[CH:12]=[CH:13][CH:14]=[CH:15][CH:16]=4)([CH2:3][CH2:2]2)[CH2:7][CH2:8]3)=[CH:29][CH:30]=1)#[N:33]. The yield is 0.768. (5) The reactants are [Br:1][C:2](=[CH2:8])[CH2:3][Si](C)(C)C.[F:9][C:10]([F:19])([F:18])[C:11](=[O:17])[C:12]([O:14][CH2:15][CH3:16])=[O:13]. The catalyst is ClCCl.[Ti](Cl)(Cl)(Cl)Cl. The product is [CH2:15]([O:14][C:12](=[O:13])[C:11]([OH:17])([C:10]([F:9])([F:18])[F:19])[CH2:3][C:2]([Br:1])=[CH2:8])[CH3:16]. The yield is 0.760. (6) The yield is 0.880. The product is [Cl:19][C:10]1[C:9]([O:8][C:6]2[CH:5]=[CH:4][N:3]=[C:2]([Cl:1])[CH:7]=2)=[CH:14][C:13]([F:15])=[C:12]([NH2:16])[CH:11]=1. The reactants are [Cl:1][C:2]1[CH:7]=[C:6]([O:8][C:9]2[CH:14]=[C:13]([F:15])[C:12]([N+:16]([O-])=O)=[CH:11][C:10]=2[Cl:19])[CH:5]=[CH:4][N:3]=1.[Cl-].[NH4+]. The catalyst is CO.C1COCC1.[Zn]. (7) The reactants are [F:1][C:2]1[CH:10]=[CH:9][C:5]([CH:6]=[N:7][OH:8])=[CH:4][CH:3]=1.ClNC(=O)CCC(N)=O.[CH3:20][CH:21]([OH:24])[C:22]#[CH:23]. The catalyst is C(Cl)Cl. The product is [F:1][C:2]1[CH:10]=[CH:9][C:5]([C:6]2[CH:23]=[C:22]([CH:21]([OH:24])[CH3:20])[O:8][N:7]=2)=[CH:4][CH:3]=1. The yield is 0.500. (8) The reactants are [N+:1]([C:4]1[C:13]2[C:8](=[CH:9][CH:10]=[CH:11][CH:12]=2)[C:7]([O:14][C:15]2[N:20]=[CH:19][N:18]=[C:17]([NH:21][C:22](=O)[O:23]C(C)=C)[CH:16]=2)=[CH:6][CH:5]=1)([O-:3])=[O:2].C[N:29]1CCOCC1.N.CO. The catalyst is C1COCC1. The product is [N+:1]([C:4]1[C:13]2[C:8](=[CH:9][CH:10]=[CH:11][CH:12]=2)[C:7]([O:14][C:15]2[N:20]=[CH:19][N:18]=[C:17]([NH:21][C:22]([NH2:29])=[O:23])[CH:16]=2)=[CH:6][CH:5]=1)([O-:3])=[O:2]. The yield is 0.610. (9) The reactants are [CH3:1][O:2][C:3]([NH:5][C@@H:6]([CH:28]([CH3:30])[CH3:29])[C:7]([N:9]1[C@H:17]([C:18]([O:20]CC2C=CC=CC=2)=[O:19])[CH2:16][C:11]2([O:15][CH2:14][CH2:13][O:12]2)[CH2:10]1)=[O:8])=[O:4]. The catalyst is C(O)C.[Pd]. The product is [CH3:1][O:2][C:3]([NH:5][C@@H:6]([CH:28]([CH3:30])[CH3:29])[C:7]([N:9]1[C@H:17]([C:18]([OH:20])=[O:19])[CH2:16][C:11]2([O:15][CH2:14][CH2:13][O:12]2)[CH2:10]1)=[O:8])=[O:4]. The yield is 0.980.